Dataset: Full USPTO retrosynthesis dataset with 1.9M reactions from patents (1976-2016). Task: Predict the reactants needed to synthesize the given product. (1) Given the product [CH3:46][N:35]([CH:36]1[CH2:37][C:38]([CH3:45])([CH3:44])[NH:39][C:40]([CH3:43])([CH3:42])[CH2:41]1)[C:32]1[N:33]=[N:34][C:29]([C:11]2[CH:12]=[CH:13][C:14]([C:16]3[N:17]=[CH:18][N:19]([CH2:21][O:22][CH2:23][CH2:24][Si:25]([CH3:27])([CH3:28])[CH3:26])[CH:20]=3)=[CH:15][C:10]=2[OH:9])=[CH:30][CH:31]=1, predict the reactants needed to synthesize it. The reactants are: C1(S)C=CC=CC=1.C[O:9][C:10]1[CH:15]=[C:14]([C:16]2[N:17]=[CH:18][N:19]([CH2:21][O:22][CH2:23][CH2:24][Si:25]([CH3:28])([CH3:27])[CH3:26])[CH:20]=2)[CH:13]=[CH:12][C:11]=1[C:29]1[N:34]=[N:33][C:32]([N:35]([CH3:46])[CH:36]2[CH2:41][C:40]([CH3:43])([CH3:42])[NH:39][C:38]([CH3:45])([CH3:44])[CH2:37]2)=[CH:31][CH:30]=1.C([O-])([O-])=O.[K+].[K+]. (2) The reactants are: [CH3:1][C@@H:2]1[CH2:30][N:29](C(OC(C)(C)C)=O)[C:6]2[C:7]3[C:8]4[CH:9]=[CH:10][C:11]([NH:18][C:19]5[CH:24]=[CH:23][N:22]=[C:21]([S:25]([CH3:28])(=[O:27])=[O:26])[N:20]=5)=[N:12][C:13]=4[CH:14]=[CH:15][C:16]=3[S:17][C:5]=2[C:4](=[O:38])[NH:3]1. Given the product [CH3:1][C@@H:2]1[CH2:30][NH:29][C:6]2[C:7]3[C:8]4[CH:9]=[CH:10][C:11]([NH:18][C:19]5[CH:24]=[CH:23][N:22]=[C:21]([S:25]([CH3:28])(=[O:27])=[O:26])[N:20]=5)=[N:12][C:13]=4[CH:14]=[CH:15][C:16]=3[S:17][C:5]=2[C:4](=[O:38])[NH:3]1, predict the reactants needed to synthesize it. (3) The reactants are: Cl[C:2]1[C:6]2[CH:7]=[CH:8][CH:9]=[CH:10][C:5]=2[O:4][N:3]=1.[NH2:11][CH2:12][CH:13]1[CH2:18][CH2:17][N:16]([CH2:19][C:20]2[CH:25]=[CH:24][CH:23]=[CH:22][CH:21]=2)[CH2:15][CH2:14]1.C([O-])([O-])=O.[K+].[K+].O. Given the product [C:20]1([CH2:19][N:16]2[CH2:17][CH2:18][CH:13]([CH2:12][NH:11][C:2]3[C:6]4[CH:7]=[CH:8][CH:9]=[CH:10][C:5]=4[O:4][N:3]=3)[CH2:14][CH2:15]2)[CH:21]=[CH:22][CH:23]=[CH:24][CH:25]=1, predict the reactants needed to synthesize it. (4) Given the product [O:9]1[C:10]2[CH:6]=[CH:5][CH:4]=[CH:3][C:2]=2[N:1]=[C:7]1[C:6]1[CH:10]=[C:2]([NH2:1])[CH:3]=[CH:4][C:5]=1[O:11][C:12]([F:15])([F:14])[F:13], predict the reactants needed to synthesize it. The reactants are: [NH2:1][C:2]1[CH:3]=[CH:4][C:5]([O:11][C:12]([F:15])([F:14])[F:13])=[C:6]([CH:10]=1)[C:7]([OH:9])=O.C([O-])(O)=O.[Na+]. (5) The reactants are: [C:1]([O:5][C:6]([N:8]1[CH2:13][CH2:12][NH:11][C@H:10]([C:14]([OH:16])=[O:15])[CH2:9]1)=[O:7])([CH3:4])([CH3:3])[CH3:2].C([O-])([O-])=O.[Na+].[Na+].[C:23](Cl)([O:25][CH2:26][CH:27]1[C:39]2[C:34](=[CH:35][CH:36]=[CH:37][CH:38]=2)[C:33]2[C:28]1=[CH:29][CH:30]=[CH:31][CH:32]=2)=[O:24]. Given the product [CH:38]1[C:39]2[CH:27]([CH2:26][O:25][C:23]([N:11]3[CH2:12][CH2:13][N:8]([C:6]([O:5][C:1]([CH3:4])([CH3:2])[CH3:3])=[O:7])[CH2:9][C@H:10]3[C:14]([OH:16])=[O:15])=[O:24])[C:28]3[C:33](=[CH:32][CH:31]=[CH:30][CH:29]=3)[C:34]=2[CH:35]=[CH:36][CH:37]=1, predict the reactants needed to synthesize it. (6) Given the product [C:16]([O:15][C:13](=[O:14])[NH:12][CH2:11][CH2:10][N:9]1[C:20](=[O:23])[CH2:21][CH2:22][C@H:8]1[C:7](=[O:6])[C:5]1[CH:4]=[CH:3][CH:2]=[C:28]([O:27][CH3:26])[C:24]=1[CH3:25])([CH3:19])([CH3:18])[CH3:17], predict the reactants needed to synthesize it. The reactants are: [Li][CH2:2][CH2:3][CH2:4][CH3:5].[O:6]=[C:7]1[N:12]([C:13]([O:15][C:16]([CH3:19])([CH3:18])[CH3:17])=[O:14])[CH2:11][CH2:10][N:9]2[C:20](=[O:23])[CH2:21][CH2:22][C@@H:8]12.[CH2:24]1[CH2:28][O:27][CH2:26][CH2:25]1. (7) Given the product [C:1]([O:5][C:6](=[O:22])[NH:7][C:8]1[CH:9]=[C:10]([C:14]2[CH:15]=[CH:16][C:17]([CH2:20][NH:21][S:31]([CH3:30])(=[O:33])=[O:32])=[CH:18][CH:19]=2)[CH:11]=[CH:12][CH:13]=1)([CH3:4])([CH3:2])[CH3:3], predict the reactants needed to synthesize it. The reactants are: [C:1]([O:5][C:6](=[O:22])[NH:7][C:8]1[CH:9]=[C:10]([C:14]2[CH:19]=[CH:18][C:17]([CH2:20][NH2:21])=[CH:16][CH:15]=2)[CH:11]=[CH:12][CH:13]=1)([CH3:4])([CH3:3])[CH3:2].CCN(CC)CC.[CH3:30][S:31](Cl)(=[O:33])=[O:32]. (8) The reactants are: [Cl:1][C:2]1[CH:7]=[CH:6][CH:5]=[CH:4][C:3]=1[C:8](=[O:14])[CH2:9][C:10]([O:12][CH3:13])=[O:11].[CH3:15][N:16]([CH:18](OC)OC)[CH3:17]. Given the product [Cl:1][C:2]1[CH:7]=[CH:6][CH:5]=[CH:4][C:3]=1[C:8]([C:9](=[CH:15][N:16]([CH3:18])[CH3:17])[C:10]([O:12][CH3:13])=[O:11])=[O:14], predict the reactants needed to synthesize it.